This data is from Forward reaction prediction with 1.9M reactions from USPTO patents (1976-2016). The task is: Predict the product of the given reaction. (1) Given the reactants [Cl:1][C:2]1[N:3]=[C:4]([N:13]2[CH2:18][CH2:17][O:16][CH2:15][CH2:14]2)[C:5]2[S:10][C:9]([CH2:11]O)=[N:8][C:6]=2[N:7]=1.P(Br)(Br)[Br:20], predict the reaction product. The product is: [Br:20][CH2:11][C:9]1[S:10][C:5]2[C:4]([N:13]3[CH2:18][CH2:17][O:16][CH2:15][CH2:14]3)=[N:3][C:2]([Cl:1])=[N:7][C:6]=2[N:8]=1. (2) Given the reactants [C:1]1([CH3:32])[CH:6]=[CH:5][C:4]([NH:7][CH:8]2[CH2:13][CH2:12][N:11]([CH2:14][CH2:15][C:16]3([CH2:22][CH2:23][NH:24][C:25](=[O:31])[O:26][C:27]([CH3:30])([CH3:29])[CH3:28])[CH2:21][CH2:20][CH2:19][CH2:18][CH2:17]3)[CH2:10][CH2:9]2)=[CH:3][CH:2]=1.C(N(CC)CC)C.[O:40]1[CH:44]=[CH:43][CH:42]=[C:41]1[C:45](Cl)=[O:46], predict the reaction product. The product is: [C:1]1([CH3:32])[CH:2]=[CH:3][C:4]([N:7]([CH:8]2[CH2:9][CH2:10][N:11]([CH2:14][CH2:15][C:16]3([CH2:22][CH2:23][NH:24][C:25](=[O:31])[O:26][C:27]([CH3:28])([CH3:29])[CH3:30])[CH2:17][CH2:18][CH2:19][CH2:20][CH2:21]3)[CH2:12][CH2:13]2)[C:45]([C:41]2[O:40][CH:44]=[CH:43][CH:42]=2)=[O:46])=[CH:5][CH:6]=1. (3) Given the reactants [I:1][C:2]1[C:10]2[C:5](=[N:6][CH:7]=[N:8][C:9]=2[NH2:11])[NH:4][N:3]=1.[CH3:12]N(C)C=O.C(=O)([O-])[O-].[K+].[K+].CI, predict the reaction product. The product is: [I:1][C:2]1[C:10]2[C:5](=[N:6][CH:7]=[N:8][C:9]=2[NH2:11])[N:4]([CH3:12])[N:3]=1. (4) Given the reactants [F:1][C:2]1[CH:7]=[CH:6][C:5]([N+:8]([O-:10])=[O:9])=[CH:4][C:3]=1[C:11]([CH3:17])([CH2:14][CH:15]=C)[CH:12]=[O:13].[BH4-].[Na+].ClCCl.C[OH:24], predict the reaction product. The product is: [F:1][C:2]1[CH:7]=[CH:6][C:5]([N+:8]([O-:10])=[O:9])=[CH:4][C:3]=1[C:11]([CH3:17])([CH2:14][CH2:15][OH:24])[CH2:12][OH:13]. (5) Given the reactants [F:1][C:2]1[C:7]([CH3:8])=[CH:6][CH:5]=[CH:4][C:3]=1[NH:9][C:10]1[N:15]2[N:16]=[CH:17][C:18]([C:19](O)=[O:20])=[C:14]2[N:13]=[CH:12][C:11]=1[C:22]([N:24]1[CH2:29][CH2:28][CH:27]([C:30]2[CH:35]=[CH:34][CH:33]=[CH:32][CH:31]=2)[CH2:26][CH2:25]1)=[O:23].[CH2:36]([S:38]([NH2:41])(=[O:40])=[O:39])[CH3:37], predict the reaction product. The product is: [F:1][C:2]1[C:7]([CH3:8])=[CH:6][CH:5]=[CH:4][C:3]=1[NH:9][C:10]1[N:15]2[N:16]=[CH:17][C:18]([C:19]([NH:41][S:38]([CH2:36][CH3:37])(=[O:40])=[O:39])=[O:20])=[C:14]2[N:13]=[CH:12][C:11]=1[C:22]([N:24]1[CH2:25][CH2:26][CH:27]([C:30]2[CH:35]=[CH:34][CH:33]=[CH:32][CH:31]=2)[CH2:28][CH2:29]1)=[O:23]. (6) Given the reactants [Cl:1][C:2]1[CH:17]=[CH:16][C:15]([C@H:18]2[C@H:23]([O:24][CH2:25][C:26]3[CH:31]=[CH:30][CH:29]=[CH:28][CH:27]=3)[C@@H:22]([O:32][CH2:33][C:34]3[CH:39]=[CH:38][CH:37]=[CH:36][CH:35]=3)[C@H:21]([O:40][CH2:41][C:42]3[CH:47]=[CH:46][CH:45]=[CH:44][CH:43]=3)[C@@H:20]([CH2:48][O:49][CH2:50][C:51]3[CH:56]=[CH:55][CH:54]=[CH:53][CH:52]=3)[O:19]2)=[CH:14][C:3]=1[CH2:4][C:5]1[N:10]=[N:9][C:8](C(O)=O)=[CH:7][CH:6]=1.[CH:57]([NH:59][NH2:60])=[O:58].CCN=C=NCCCN(C)C.O.ON1C2C=CC=CC=2N=N1.CN1CC[O:87][CH2:86]C1, predict the reaction product. The product is: [Cl:1][C:2]1[CH:17]=[CH:16][C:15]([C@H:18]2[C@H:23]([O:24][CH2:25][C:26]3[CH:31]=[CH:30][CH:29]=[CH:28][CH:27]=3)[C@@H:22]([O:32][CH2:33][C:34]3[CH:39]=[CH:38][CH:37]=[CH:36][CH:35]=3)[C@H:21]([O:40][CH2:41][C:42]3[CH:43]=[CH:44][CH:45]=[CH:46][CH:47]=3)[C@@H:20]([CH2:48][O:49][CH2:50][C:51]3[CH:52]=[CH:53][CH:54]=[CH:55][CH:56]=3)[O:19]2)=[CH:14][C:3]=1[CH2:4][C:5]1[N:10]=[N:9][C:8]([C:57]([NH:59][NH:60][CH:86]=[O:87])=[O:58])=[CH:7][CH:6]=1. (7) Given the reactants [CH3:1][C@H:2]1[CH2:6][CH2:5][CH2:4][N:3]1[C@H:7]1[CH2:11][CH2:10][N:9]([C:12]2[CH:13]=[C:14]3[C:19](=[CH:20][CH:21]=2)[CH2:18][NH:17][CH2:16][CH2:15]3)[CH2:8]1.Br[C:23]1[CH:28]=[C:27]([CH3:29])[CH:26]=[CH:25][N:24]=1, predict the reaction product. The product is: [CH3:1][C@H:2]1[CH2:6][CH2:5][CH2:4][N:3]1[C@H:7]1[CH2:11][CH2:10][N:9]([C:12]2[CH:13]=[C:14]3[C:19](=[CH:20][CH:21]=2)[CH2:18][N:17]([C:23]2[CH:28]=[C:27]([CH3:29])[CH:26]=[CH:25][N:24]=2)[CH2:16][CH2:15]3)[CH2:8]1.